This data is from Catalyst prediction with 721,799 reactions and 888 catalyst types from USPTO. The task is: Predict which catalyst facilitates the given reaction. Reactant: [C:1]([O:5][C:6]([N:8]1[CH2:13][CH2:12][CH:11]([OH:14])[CH2:10][CH2:9]1)=[O:7])([CH3:4])([CH3:3])[CH3:2].[H-].[Na+].Cl[CH2:18][CH2:19][N:20]([CH3:22])[CH3:21]. Product: [C:1]([O:5][C:6]([N:8]1[CH2:13][CH2:12][CH:11]([O:14][CH2:18][CH2:19][N:20]([CH3:22])[CH3:21])[CH2:10][CH2:9]1)=[O:7])([CH3:4])([CH3:2])[CH3:3]. The catalyst class is: 3.